From a dataset of Full USPTO retrosynthesis dataset with 1.9M reactions from patents (1976-2016). Predict the reactants needed to synthesize the given product. (1) Given the product [Cl:18][C:16]1[N:15]=[C:14]([NH:20][C:21]2[CH:26]=[CH:25][CH:24]=[CH:23][N:22]=2)[CH:13]=[C:12]([CH3:11])[N:17]=1, predict the reactants needed to synthesize it. The reactants are: C[Si]([N-][Si](C)(C)C)(C)C.[Na+].[CH3:11][C:12]1[N:17]=[C:16]([Cl:18])[N:15]=[C:14](Cl)[CH:13]=1.[NH2:20][C:21]1[CH:26]=[CH:25][CH:24]=[CH:23][N:22]=1. (2) Given the product [NH2:19][C:18]1[S:20][C:3]2[CH:4]=[C:5]([C:8]3[S:9][C:10]4[CH:16]=[C:15]([CH3:17])[CH:14]=[CH:13][C:11]=4[N:12]=3)[CH:6]=[CH:7][C:2]=2[N:1]=1, predict the reactants needed to synthesize it. The reactants are: [NH2:1][C:2]1[CH:7]=[CH:6][C:5]([C:8]2[S:9][C:10]3[CH:16]=[C:15]([CH3:17])[CH:14]=[CH:13][C:11]=3[N:12]=2)=[CH:4][CH:3]=1.[C:18]([S-:20])#[N:19].[K+].O. (3) Given the product [Cl:15][C:12]1[CH:13]=[CH:14][C:9]([O:8][C:3]2[C:2]([C:21]3[CH:20]=[CH:19][N:18]=[C:17]([CH3:16])[CH:22]=3)=[CH:7][CH:6]=[CH:5][N:4]=2)=[CH:10][CH:11]=1, predict the reactants needed to synthesize it. The reactants are: Br[C:2]1[C:3]([O:8][C:9]2[CH:14]=[CH:13][C:12]([Cl:15])=[CH:11][CH:10]=2)=[N:4][CH:5]=[CH:6][CH:7]=1.[CH3:16][C:17]1[CH:22]=[C:21](B(O)O)[CH:20]=[CH:19][N:18]=1.C(=O)([O-])[O-].[Na+].[Na+].COC1C=CC=C(OC)C=1C1C=CC=CC=1P(C1CCCCC1)C1CCCCC1.